Task: Predict the reactants needed to synthesize the given product.. Dataset: Full USPTO retrosynthesis dataset with 1.9M reactions from patents (1976-2016) (1) Given the product [Br:1][C:2]1[CH:3]=[C:4]([CH:7]=[CH:8][C:9]=1[O:10][CH2:23][O:24][CH2:25][CH2:26][O:27][CH3:28])[CH:5]=[O:6], predict the reactants needed to synthesize it. The reactants are: [Br:1][C:2]1[CH:3]=[C:4]([CH:7]=[CH:8][C:9]=1[OH:10])[CH:5]=[O:6].C(Cl)Cl.C(N(C(C)C)CC)(C)C.[CH3:23][O:24][CH2:25][CH2:26][O:27][CH2:28]Cl. (2) Given the product [CH3:1][O:2][C:3](=[O:26])[CH2:4][C:5]1[CH:6]=[C:7]([C:13]2[CH:18]=[CH:17][C:16]([C:19]([F:21])([F:20])[F:22])=[CH:15][C:14]=2[CH2:23][N:24]([C:34](=[O:36])[CH3:35])[CH3:25])[C:8]([O:11][CH3:12])=[CH:9][CH:10]=1, predict the reactants needed to synthesize it. The reactants are: [CH3:1][O:2][C:3](=[O:26])[CH2:4][C:5]1[CH:6]=[C:7]([C:13]2[CH:18]=[CH:17][C:16]([C:19]([F:22])([F:21])[F:20])=[CH:15][C:14]=2[CH2:23][NH:24][CH3:25])[C:8]([O:11][CH3:12])=[CH:9][CH:10]=1.C(N(CC)CC)C.[C:34](Cl)(=[O:36])[CH3:35]. (3) Given the product [C:1]([C:3]1[CH:4]=[C:5]2[N:11]=[C:10]([C:12]([C:24]3[C:32]([CH2:33][CH3:34])=[CH:31][C:30]([CH3:35])=[C:29]4[C:25]=3[CH:26]=[CH:27][N:28]4[C:36]([O:38][C:39]([CH3:41])([CH3:42])[CH3:40])=[O:37])([N:14]([CH3:51])[S:15]([CH2:18][CH2:19][Si:20]([CH3:23])([CH3:22])[CH3:21])(=[O:17])=[O:16])[CH3:13])[N:9]([CH2:43][O:44][CH2:45][CH2:46][Si:47]([CH3:48])([CH3:49])[CH3:50])[C:6]2=[N:7][CH:8]=1)#[N:2], predict the reactants needed to synthesize it. The reactants are: [C:1]([C:3]1[CH:4]=[C:5]2[N:11]=[C:10]([C:12]([C:24]3[C:32]([CH2:33][CH3:34])=[CH:31][C:30]([CH3:35])=[C:29]4[C:25]=3[CH:26]=[CH:27][N:28]4[C:36]([O:38][C:39]([CH3:42])([CH3:41])[CH3:40])=[O:37])([NH:14][S:15]([CH2:18][CH2:19][Si:20]([CH3:23])([CH3:22])[CH3:21])(=[O:17])=[O:16])[CH3:13])[N:9]([CH2:43][O:44][CH2:45][CH2:46][Si:47]([CH3:50])([CH3:49])[CH3:48])[C:6]2=[N:7][CH:8]=1)#[N:2].[C:51](=O)([O-])[O-].[K+].[K+].IC. (4) Given the product [CH3:1][O:2][C:3]1[CH:9]=[C:8]([O:10][C:11]2[CH:12]=[N:13][C:14]([CH2:17][O:18][CH3:19])=[CH:15][CH:16]=2)[CH:7]=[CH:6][C:4]=1[NH:5][N:21]=[C:28]([CH3:27])[C:29]([O:31][CH2:32][CH3:33])=[O:30], predict the reactants needed to synthesize it. The reactants are: [CH3:1][O:2][C:3]1[CH:9]=[C:8]([O:10][C:11]2[CH:12]=[N:13][C:14]([CH2:17][O:18][CH3:19])=[CH:15][CH:16]=2)[CH:7]=[CH:6][C:4]=1[NH2:5].Cl.[N:21]([O-])=O.[Na+].[OH-].[K+].[CH3:27][CH:28](C(=O)C)[C:29]([O:31][CH2:32][CH3:33])=[O:30]. (5) Given the product [Cl:19][C:5]1[C:4]2[C:9](=[CH:10][CH:11]=[C:2]([Cl:1])[CH:3]=2)[N:8]=[C:7]([C:12]([F:15])([F:14])[F:13])[N:6]=1, predict the reactants needed to synthesize it. The reactants are: [Cl:1][C:2]1[CH:3]=[C:4]2[C:9](=[CH:10][CH:11]=1)[N:8]=[C:7]([C:12]([F:15])([F:14])[F:13])[N:6]=[C:5]2O.P(Cl)(Cl)([Cl:19])=O.C(N(CC)CC)C. (6) Given the product [CH3:18][C:13]([C:19]1[C:24](=[O:25])[C:23]([CH3:26])=[C:22]([CH3:27])[C:21](=[O:28])[C:20]=1[CH3:29])([CH3:12])[CH2:14][C:15]([O:10][CH2:9][CH2:8][CH2:7][CH2:6][CH2:5][CH2:4][O:3][N+:1]([O-:11])=[O:2])=[O:16], predict the reactants needed to synthesize it. The reactants are: [N+:1]([O-:11])([O:3][CH2:4][CH2:5][CH2:6][CH2:7][CH2:8][CH2:9][OH:10])=[O:2].[CH3:12][C:13]([C:19]1[C:24](=[O:25])[C:23]([CH3:26])=[C:22]([CH3:27])[C:21](=[O:28])[C:20]=1[CH3:29])([CH3:18])[CH2:14][C:15](O)=[O:16].C(Cl)CCl. (7) Given the product [C:55]([C:54]1[CH:58]=[CH:59][C:60]([C:62]2[CH:63]=[N:64][C:65]([C:68]([F:69])([F:70])[F:71])=[N:66][CH:67]=2)=[CH:61][C:53]=1[CH2:52][NH:51][C:14]([C@@H:9]1[C@H:10]([OH:13])[CH2:11][CH2:12][N:8]1[C:6]([O:5][C:1]([CH3:2])([CH3:3])[CH3:4])=[O:7])=[O:16])(=[O:56])[NH2:57], predict the reactants needed to synthesize it. The reactants are: [C:1]([O:5][C:6]([N:8]1[CH2:12][CH2:11][C@@H:10]([OH:13])[C@H:9]1[C:14]([OH:16])=O)=[O:7])([CH3:4])([CH3:3])[CH3:2].CCN(C(C)C)C(C)C.CN(C(ON1N=NC2C=CC=NC1=2)=[N+](C)C)C.F[P-](F)(F)(F)(F)F.Cl.[NH2:51][CH2:52][C:53]1[CH:61]=[C:60]([C:62]2[CH:63]=[N:64][C:65]([C:68]([F:71])([F:70])[F:69])=[N:66][CH:67]=2)[CH:59]=[CH:58][C:54]=1[C:55]([NH2:57])=[O:56].